The task is: Predict the reaction yield, written as a fraction of the theoretical maximum amount of product (1.0 means a 100% yield; for example, 0.34 means a 34% yield).. This data is from Reaction yield outcomes from USPTO patents with 853,638 reactions. (1) The reactants are [I:1][C:2]1[C:10]2[C:5](=[CH:6][CH:7]=[C:8]([C:11]([OH:13])=O)[CH:9]=2)[NH:4][N:3]=1.[CH:14]1([CH:19]([C:22]2[CH:27]=[CH:26][CH:25]=[CH:24][CH:23]=2)[CH2:20][NH2:21])[CH2:18][CH2:17][CH2:16][CH2:15]1.CN(C(ON1N=NC2C=CC=CC1=2)=[N+](C)C)C.[B-](F)(F)(F)F.CCN(C(C)C)C(C)C. The catalyst is CN(C=O)C. The product is [CH:14]1([CH:19]([C:22]2[CH:23]=[CH:24][CH:25]=[CH:26][CH:27]=2)[CH2:20][NH:21][C:11]([C:8]2[CH:9]=[C:10]3[C:5](=[CH:6][CH:7]=2)[NH:4][N:3]=[C:2]3[I:1])=[O:13])[CH2:18][CH2:17][CH2:16][CH2:15]1. The yield is 0.750. (2) The reactants are [NH2:1][C:2]1[CH:7]=[C:6]([CH3:8])[CH:5]=[CH:4][C:3]=1[NH:9][CH2:10][C@H:11]1[O:16][CH2:15][CH2:14][N:13]([C:17]([O:19][C:20]([CH3:23])([CH3:22])[CH3:21])=[O:18])[CH2:12]1.[F:24][C:25]1[CH:26]=[C:27]([CH:31]=[C:32]([F:36])[C:33]=1[CH:34]=O)[C:28]([OH:30])=[O:29].C(O)(=O)C. The catalyst is CO. The product is [C:20]([O:19][C:17]([N:13]1[CH2:14][CH2:15][O:16][C@H:11]([CH2:10][N:9]2[C:3]3[CH:4]=[CH:5][C:6]([CH3:8])=[CH:7][C:2]=3[N:1]=[C:34]2[C:33]2[C:32]([F:36])=[CH:31][C:27]([C:28]([OH:30])=[O:29])=[CH:26][C:25]=2[F:24])[CH2:12]1)=[O:18])([CH3:23])([CH3:22])[CH3:21]. The yield is 0.820. (3) The reactants are [Cl:1][C:2]1[CH:3]=[CH:4][CH:5]=[C:6]2[C:10]=1[NH:9][N:8]=[CH:7]2.ClC1C=CC=C2C=1N([CH2:21][CH2:22][C:23]#[C:24][Si:25]([CH3:28])([CH3:27])[CH3:26])N=C2. No catalyst specified. The product is [Cl:1][C:2]1[C:10]2[C:6](=[CH:7][N:8]([CH2:21][CH2:22][C:23]#[C:24][Si:25]([CH3:28])([CH3:27])[CH3:26])[N:9]=2)[CH:5]=[CH:4][CH:3]=1. The yield is 0.630.